This data is from Full USPTO retrosynthesis dataset with 1.9M reactions from patents (1976-2016). The task is: Predict the reactants needed to synthesize the given product. (1) The reactants are: [Cl:1][C:2]1[CH:3]=[C:4]2[C:9](=[CH:10][C:11]=1[C:12]([OH:14])=O)[N:8]=[CH:7][N:6]=[C:5]2[NH:15][CH:16]([C:18]1[NH:22][C:21]2[CH:23]=[CH:24][C:25]([Cl:27])=[CH:26][C:20]=2[N:19]=1)[CH3:17].FC1C(OC(N(C)C)=[N+](C)C)=C(F)C(F)=C(F)C=1F.F[P-](F)(F)(F)(F)F.C(N(C(C)C)CC)(C)C.[CH2:63]([N:65]([CH2:75][CH3:76])[CH2:66][CH2:67][CH2:68][CH:69]1[CH2:74][CH2:73][CH2:72][NH:71][CH2:70]1)[CH3:64]. Given the product [Cl:1][C:2]1[CH:3]=[C:4]2[C:9](=[CH:10][C:11]=1[C:12]([N:71]1[CH2:72][CH2:73][CH2:74][CH:69]([CH2:68][CH2:67][CH2:66][N:65]([CH2:75][CH3:76])[CH2:63][CH3:64])[CH2:70]1)=[O:14])[N:8]=[CH:7][N:6]=[C:5]2[NH:15][CH:16]([C:18]1[NH:22][C:21]2[CH:23]=[CH:24][C:25]([Cl:27])=[CH:26][C:20]=2[N:19]=1)[CH3:17], predict the reactants needed to synthesize it. (2) Given the product [OH:10][N:9]=[C:7]([C:5]1[CH:6]=[N:1][CH:2]=[N:3][CH:4]=1)[NH2:8], predict the reactants needed to synthesize it. The reactants are: [N:1]1[CH:6]=[C:5]([C:7]#[N:8])[CH:4]=[N:3][CH:2]=1.[NH2:9][OH:10]. (3) Given the product [C:31]([C:5]([CH:11]1[C:20]2[C:15](=[CH:16][C:17]([S:21]([C:24]3[CH:29]=[CH:28][CH:27]=[C:26]([F:30])[CH:25]=3)(=[O:23])=[O:22])=[CH:18][CH:19]=2)[O:14][CH2:13][CH2:12]1)([C:4]([OH:36])=[O:3])[C:6]([OH:8])=[O:7])([OH:33])=[O:32], predict the reactants needed to synthesize it. The reactants are: C([O:3][C:4](=[O:36])[C:5]([C:31]([O:33]CC)=[O:32])([CH:11]1[C:20]2[C:15](=[CH:16][C:17]([S:21]([C:24]3[CH:29]=[CH:28][CH:27]=[C:26]([F:30])[CH:25]=3)(=[O:23])=[O:22])=[CH:18][CH:19]=2)[O:14][CH2:13][CH2:12]1)[C:6]([O:8]CC)=[O:7])C.[OH-].[Na+]. (4) Given the product [NH2:19][C:18]1[C:17]2[C:16]([O:15][CH2:14][CH2:13][CH2:12][N:3]3[C:2](=[O:1])[C:10]4[C:5](=[CH:6][CH:7]=[CH:8][CH:9]=4)[C:4]3=[O:11])=[CH:23][CH:22]=[CH:21][C:20]=2[S:27][C:26]=1[C:25]([O:29][CH3:30])=[O:28], predict the reactants needed to synthesize it. The reactants are: [O:1]=[C:2]1[C:10]2[C:5](=[CH:6][CH:7]=[CH:8][CH:9]=2)[C:4](=[O:11])[N:3]1[CH2:12][CH2:13][CH2:14][O:15][C:16]1[CH:23]=[CH:22][CH:21]=[C:20](F)[C:17]=1[C:18]#[N:19].[C:25]([O:29][CH3:30])(=[O:28])[CH2:26][SH:27].C(=O)([O-])[O-].[Na+].[Na+]. (5) Given the product [CH:22]([Si:15]([C:13]#[C:14][SiH:15]([CH3:16])[CH:13]=[CH:14][C:7]1[CH:8]=[CH:9][CH:10]=[CH:11][CH:12]=1)([CH:19]([CH3:21])[CH3:20])[CH:16]([CH3:18])[CH3:17])([CH3:24])[CH3:23], predict the reactants needed to synthesize it. The reactants are: C[Si]([C:7]1[CH:12]=[CH:11][CH:10]=[CH:9][CH:8]=1)(C=C)C=C.[C:13]([Si:15]([CH:22]([CH3:24])[CH3:23])([CH:19]([CH3:21])[CH3:20])[CH:16]([CH3:18])[CH3:17])#[CH:14]. (6) The reactants are: [C:1]1(=O)[O:6][C:4](=[O:5])[C:3]2[CH2:7][CH2:8][CH2:9][CH2:10][C:2]1=2.O.[NH2:13][NH2:14].C([O-])(=O)C.[Na+]. Given the product [C:4]1(=[O:5])[C:3]2[CH2:7][CH2:8][CH2:9][CH2:10][C:2]=2[C:1](=[O:6])[NH:14][NH:13]1, predict the reactants needed to synthesize it. (7) Given the product [CH:19]1([NH:18][C:17](=[O:22])[CH:15]([OH:16])[CH:11]([NH2:10])[CH2:12][CH2:13][CH3:14])[CH2:21][CH2:20]1, predict the reactants needed to synthesize it. The reactants are: C(OC(=O)[NH:10][CH:11]([CH:15]([C:17](=[O:22])[NH:18][CH:19]1[CH2:21][CH2:20]1)[OH:16])[CH2:12][CH2:13][CH3:14])C1C=CC=CC=1.